Dataset: Reaction yield outcomes from USPTO patents with 853,638 reactions. Task: Predict the reaction yield, written as a fraction of the theoretical maximum amount of product (1.0 means a 100% yield; for example, 0.34 means a 34% yield). The reactants are Br[CH2:2][C:3]1[CH:8]=[CH:7][C:6]([C:9]2[O:10][CH:11]=[N:12][N:13]=2)=[CH:5][CH:4]=1.[C:14]([O:18][C:19]([CH3:22])([CH3:21])[CH3:20])(=[O:17])[NH:15][NH2:16].C(N(CC)C(C)C)(C)C.C(OCC)(=O)C. The catalyst is CN(C=O)C. The product is [C:19]([O:18][C:14]([NH:15][NH:16][CH2:2][C:3]1[CH:8]=[CH:7][C:6]([C:9]2[O:10][CH:11]=[N:12][N:13]=2)=[CH:5][CH:4]=1)=[O:17])([CH3:22])([CH3:21])[CH3:20]. The yield is 0.200.